Dataset: Catalyst prediction with 721,799 reactions and 888 catalyst types from USPTO. Task: Predict which catalyst facilitates the given reaction. (1) Reactant: [CH3:1][O:2][C:3](=[O:27])[CH2:4][CH2:5][C:6]1[CH:11]=[C:10]([Br:12])[C:9]([O:13][C:14]2[CH:19]=[C:18]([CH:20]([CH3:22])[CH3:21])[C:17]([O:23]C)=[C:16]([I:25])[CH:15]=2)=[C:8]([Br:26])[CH:7]=1.CSC.B(F)(F)F. The catalyst class is: 4. Product: [CH3:1][O:2][C:3](=[O:27])[CH2:4][CH2:5][C:6]1[CH:11]=[C:10]([Br:12])[C:9]([O:13][C:14]2[CH:19]=[C:18]([CH:20]([CH3:21])[CH3:22])[C:17]([OH:23])=[C:16]([I:25])[CH:15]=2)=[C:8]([Br:26])[CH:7]=1. (2) Reactant: [CH:1]([N:4]1[C:8]([C:9]2[N:10]=[C:11]3[C:17]4[CH:18]=[CH:19][C:20]([C:22](N(OC)C)=[O:23])=[CH:21][C:16]=4[O:15][CH2:14][CH2:13][N:12]3[CH:28]=2)=[N:7][C:6]([CH3:29])=[N:5]1)([CH3:3])[CH3:2].O1CCC[CH2:31]1.C[Mg]Br. Product: [CH:1]([N:4]1[C:8]([C:9]2[N:10]=[C:11]3[C:17]4[CH:18]=[CH:19][C:20]([C:22](=[O:23])[CH3:31])=[CH:21][C:16]=4[O:15][CH2:14][CH2:13][N:12]3[CH:28]=2)=[N:7][C:6]([CH3:29])=[N:5]1)([CH3:3])[CH3:2]. The catalyst class is: 28. (3) Reactant: [NH:1]1[C:9]2[C:4](=[CH:5][C:6]([C:10]3[C:11]([C:28]([O:30][CH2:31][CH3:32])=[O:29])=[C:12]4[C:21]5[C:16](=[CH:17][C:18]([O:24][CH3:25])=[C:19]([O:22][CH3:23])[CH:20]=5)[CH2:15][CH2:14][N:13]4[C:26]=3[CH3:27])=[CH:7][CH:8]=2)[CH2:3][CH2:2]1.C(N(C(C)C)CC)(C)C.[C:42](Cl)(=[O:44])[CH3:43]. Product: [C:42]([N:1]1[C:9]2[C:4](=[CH:5][C:6]([C:10]3[C:11]([C:28]([O:30][CH2:31][CH3:32])=[O:29])=[C:12]4[C:21]5[C:16](=[CH:17][C:18]([O:24][CH3:25])=[C:19]([O:22][CH3:23])[CH:20]=5)[CH2:15][CH2:14][N:13]4[C:26]=3[CH3:27])=[CH:7][CH:8]=2)[CH2:3][CH2:2]1)(=[O:44])[CH3:43]. The catalyst class is: 4. (4) Reactant: [CH:1]1([NH2:7])[CH2:6][CH2:5][CH2:4][CH2:3][CH2:2]1.[Cl:8][C:9]1[CH:14]=[CH:13][CH:12]=[CH:11][C:10]=1[CH2:15][N:16]1[C:21](=[O:22])[C:20]([C:23]([NH:25][CH2:26][C:27]([O:29]CC)=[O:28])=[O:24])=[C:19]([OH:32])[C:18]([C:33](OC)=[O:34])=[C:17]1[OH:37]. Product: [Cl:8][C:9]1[CH:14]=[CH:13][CH:12]=[CH:11][C:10]=1[CH2:15][N:16]1[C:17]([OH:37])=[C:18]([C:33]([NH:7][CH:1]2[CH2:6][CH2:5][CH2:4][CH2:3][CH2:2]2)=[O:34])[C:19]([OH:32])=[C:20]([C:23]([NH:25][CH2:26][C:27]([O-:29])=[O:28])=[O:24])[C:21]1=[O:22].[NH4+:7]. The catalyst class is: 22. (5) Reactant: Br[C:2]1[CH:8]=[C:7]([Cl:9])[C:5]([NH2:6])=[C:4]([F:10])[C:3]=1[F:11].[Li]CCCC. Product: [Cl:9][C:7]1[C:5]([NH2:6])=[C:4]([F:10])[C:3]([F:11])=[CH:2][CH:8]=1. The catalyst class is: 1. (6) Reactant: [Cl:1][C:2]1[CH:3]=[CH:4][C:5]2[N:11]3[C:12]([C:15]([F:18])([F:17])[F:16])=[N:13][N:14]=[C:10]3[C@@H:9]([CH2:19][C:20]([NH:22][C@@H:23]([CH2:28][CH:29]([CH3:31])[CH3:30])[C:24]([O:26]C)=[O:25])=[O:21])[S:8][C@H:7]([C:32]3[CH:37]=[CH:36][CH:35]=[C:34]([O:38][CH3:39])[C:33]=3[O:40][CH3:41])[C:6]=2[CH:42]=1.Cl. Product: [Cl:1][C:2]1[CH:3]=[CH:4][C:5]2[N:11]3[C:12]([C:15]([F:18])([F:17])[F:16])=[N:13][N:14]=[C:10]3[C@@H:9]([CH2:19][C:20]([NH:22][C@@H:23]([CH2:28][CH:29]([CH3:31])[CH3:30])[C:24]([OH:26])=[O:25])=[O:21])[S:8][C@H:7]([C:32]3[CH:37]=[CH:36][CH:35]=[C:34]([O:38][CH3:39])[C:33]=3[O:40][CH3:41])[C:6]=2[CH:42]=1. The catalyst class is: 12.